From a dataset of CYP2C19 inhibition data for predicting drug metabolism from PubChem BioAssay. Regression/Classification. Given a drug SMILES string, predict its absorption, distribution, metabolism, or excretion properties. Task type varies by dataset: regression for continuous measurements (e.g., permeability, clearance, half-life) or binary classification for categorical outcomes (e.g., BBB penetration, CYP inhibition). Dataset: cyp2c19_veith. (1) The molecule is COc1ccccc1-c1nccc(NCc2cccc(C)c2)n1. The result is 1 (inhibitor). (2) The result is 0 (non-inhibitor). The molecule is c1cnc(N2CCC3(CCNCC3)CC2)nc1. (3) The compound is Cc1cnc(CNc2ncnc3ccc(-c4c(C)noc4C)cc23)cn1. The result is 0 (non-inhibitor). (4) The compound is CN(C)/C=C(\C#N)C(=O)c1cccnc1Oc1ccc(F)cc1F. The result is 1 (inhibitor). (5) The result is 0 (non-inhibitor). The compound is NC(N)=Nc1ccc2[nH]c3c(c2c1)C[C@]1(O)[C@@H]2Cc4ccc(O)c5c4[C@]1(CCN2CC1CC1)[C@H]3O5.O=C(O)C(F)(F)F.O=C(O)C(F)(F)F. (6) The drug is Cc1ccccc1-c1cncnc1Nc1ccc(F)cc1. The result is 1 (inhibitor).